Predict the reactants needed to synthesize the given product. From a dataset of Full USPTO retrosynthesis dataset with 1.9M reactions from patents (1976-2016). (1) Given the product [CH3:14][CH:3]1[C:2](=[O:1])[CH2:7][CH2:6][CH:5]([C:8]([O:10][CH2:11][CH3:12])=[O:9])[CH2:4]1, predict the reactants needed to synthesize it. The reactants are: [O:1]=[C:2]1[CH2:7][CH2:6][CH:5]([C:8]([O:10][CH2:11][CH3:12])=[O:9])[CH2:4][CH2:3]1.[Li+].[CH3:14][Si]([N-][Si](C)(C)C)(C)C.IC.CC(=O)OCC. (2) Given the product [CH3:28][C:29]1[NH:30][CH:31]=[N:32][C:33]=1[C:22]([N:21]([CH3:35])[C:13]1[N:12]=[C:11]([C:8]2[CH:9]=[CH:10][C:5]([S:2]([CH3:1])(=[O:3])=[O:4])=[CH:6][CH:7]=2)[CH:16]=[C:15]([C:17]([F:19])([F:20])[F:18])[N:14]=1)=[O:23], predict the reactants needed to synthesize it. The reactants are: [CH3:1][S:2]([C:5]1[CH:10]=[CH:9][C:8]([C:11]2[CH:16]=[C:15]([C:17]([F:20])([F:19])[F:18])[N:14]=[C:13]([NH:21][CH:22]=[O:23])[N:12]=2)=[CH:7][CH:6]=1)(=[O:4])=[O:3].[H-].[Na+].Cl.Cl[CH2:28][C:29]1[N:30]=[CH:31][NH:32][C:33]=1C.[CH3:35]N(C)C=O. (3) Given the product [Br:1][C:2]1[CH:11]=[C:10]2[C:5]([CH:6]=[C:7]([NH:13][C:14]3[CH:18]=[C:17]([CH3:19])[NH:16][N:15]=3)[N:8]=[C:9]2[Cl:22])=[CH:4][CH:3]=1, predict the reactants needed to synthesize it. The reactants are: [Br:1][C:2]1[CH:11]=[C:10]2[C:5]([CH:6]=[C:7]([NH:13][C:14]3[CH:18]=[C:17]([CH3:19])[NH:16][N:15]=3)[N:8]=[C:9]2O)=[CH:4][CH:3]=1.O=P(Cl)(Cl)[Cl:22]. (4) Given the product [CH2:21]1[C:30]2[C:25](=[CH:26][CH:27]=[CH:28][CH:29]=2)[CH2:24][CH2:23][N:22]1[C:12]([C:8]1[CH:9]=[C:10]2[C:5](=[CH:6][CH:7]=1)[N:4]1[C:15]([CH2:18][CH2:19][CH3:20])=[N:16][N:17]=[C:3]1[C:2](=[O:1])[NH:11]2)=[O:14], predict the reactants needed to synthesize it. The reactants are: [O:1]=[C:2]1[NH:11][C:10]2[C:5](=[CH:6][CH:7]=[C:8]([C:12]([OH:14])=O)[CH:9]=2)[N:4]2[C:15]([CH2:18][CH2:19][CH3:20])=[N:16][N:17]=[C:3]12.[CH2:21]1[C:30]2[C:25](=[CH:26][CH:27]=[CH:28][CH:29]=2)[CH2:24][CH2:23][NH:22]1.C(N(C(C)C)CC)(C)C.F[P-](F)(F)(F)(F)F.N1(OC(N(C)C)=[N+](C)C)C2N=CC=CC=2N=N1. (5) Given the product [CH2:21]([O:20][C:18]([CH:15]1[CH2:16][CH2:17][N:12]([C:7]2[CH:6]=[CH:5][C:4]3[C:9](=[CH:10][CH:11]=[C:2]([Cl:1])[C:3]=3[C:23]([NH:34][CH2:33][CH2:32][CH:26]3[CH2:31][CH2:30][CH2:29][CH2:28][CH2:27]3)=[O:24])[N:8]=2)[CH2:13][CH2:14]1)=[O:19])[CH3:22], predict the reactants needed to synthesize it. The reactants are: [Cl:1][C:2]1[CH:11]=[CH:10][C:9]2[N:8]=[C:7]([N:12]3[CH2:17][CH2:16][CH:15]([C:18]([O:20][CH2:21][CH3:22])=[O:19])[CH2:14][CH2:13]3)[CH:6]=[CH:5][C:4]=2[C:3]=1[C:23](O)=[O:24].[CH:26]1([CH2:32][CH2:33][NH2:34])[CH2:31][CH2:30][CH2:29][CH2:28][CH2:27]1. (6) Given the product [CH3:2][N:3]([C:4]([NH:6][C:7]1[CH:12]=[CH:11][CH:10]=[CH:9][C:8]=1[CH2:13][C:14]([O:16][CH3:17])=[O:15])=[S:5])[NH:27][C:18]([C:19]1[CH:24]=[CH:23][CH:22]=[CH:21][CH:20]=1)=[O:25], predict the reactants needed to synthesize it. The reactants are: N[CH2:2][NH:3][C:4]([NH:6][C:7]1[CH:12]=[CH:11][CH:10]=[CH:9][C:8]=1[CH2:13][C:14]([O:16][CH3:17])=[O:15])=[S:5].[C:18](Cl)(=[O:25])[C:19]1[CH:24]=[CH:23][CH:22]=[CH:21][CH:20]=1.[N:27]1C=CC=CC=1.